This data is from Peptide-MHC class II binding affinity with 134,281 pairs from IEDB. The task is: Regression. Given a peptide amino acid sequence and an MHC pseudo amino acid sequence, predict their binding affinity value. This is MHC class II binding data. The peptide sequence is PFAATANPWASQRF. The MHC is DRB1_0101 with pseudo-sequence DRB1_0101. The binding affinity (normalized) is 0.399.